From a dataset of Forward reaction prediction with 1.9M reactions from USPTO patents (1976-2016). Predict the product of the given reaction. (1) Given the reactants [Cl:1][C:2]1[CH:3]=[C:4]([C:8]#[CH:9])[CH:5]=[CH:6][CH:7]=1.[CH2:10]([O:12][C:13]([N:15]1[CH2:20][CH2:19][NH:18][CH2:17][CH2:16]1)=[O:14])[CH3:11].[CH3:21][O:22][C:23]1[N:28]=[CH:27][C:26]([CH:29]=O)=[CH:25][CH:24]=1, predict the reaction product. The product is: [CH2:10]([O:12][C:13]([N:15]1[CH2:16][CH2:17][N:18]([CH:29]([C:26]2[CH:27]=[N:28][C:23]([O:22][CH3:21])=[CH:24][CH:25]=2)[C:9]#[C:8][C:4]2[CH:5]=[CH:6][CH:7]=[C:2]([Cl:1])[CH:3]=2)[CH2:19][CH2:20]1)=[O:14])[CH3:11]. (2) Given the reactants [CH2:1]([N:8]1[CH2:14][C:13]2[N:15]=[CH:16][C:17]([N:19]([CH3:23])[CH:20]([CH3:22])[CH3:21])=[N:18][C:12]=2[O:11][CH2:10][CH2:9]1)[C:2]1[CH:7]=[CH:6][CH:5]=[CH:4][CH:3]=1.[Cl:24]N1C(=O)CCC1=O.C(#N)C, predict the reaction product. The product is: [CH2:1]([N:8]1[CH2:14][C:13]2[N:15]=[C:16]([Cl:24])[C:17]([N:19]([CH3:23])[CH:20]([CH3:21])[CH3:22])=[N:18][C:12]=2[O:11][CH2:10][CH2:9]1)[C:2]1[CH:3]=[CH:4][CH:5]=[CH:6][CH:7]=1. (3) Given the reactants C([O:8][N:9]1[C:14]2[N:15]=[CH:16][N:17]=[CH:18][C:13]=2[C:12]([OH:19])=[C:11]([C:20]([NH2:22])=[O:21])[C:10]1=[O:23])C1C=CC=CC=1.CO.[H][H], predict the reaction product. The product is: [OH:19][C:12]1[C:13]2[CH:18]=[N:17][CH:16]=[N:15][C:14]=2[N:9]([OH:8])[C:10](=[O:23])[C:11]=1[C:20]([NH2:22])=[O:21]. (4) Given the reactants [N+:1]([C:4]1[CH:9]=[C:8]([C:10]([F:13])([F:12])[F:11])[CH:7]=[CH:6][C:5]=1[C:14]([F:17])([F:16])[F:15])([O-])=O.Cl[Sn]Cl.O, predict the reaction product. The product is: [F:15][C:14]([F:16])([F:17])[C:5]1[CH:6]=[CH:7][C:8]([C:10]([F:12])([F:13])[F:11])=[CH:9][C:4]=1[NH2:1]. (5) Given the reactants [CH:1]1[N:9]([C@@H:10]2[O:14][C@H:13]([CH2:15][OH:16])O[CH2:11]2)[C:8]2[N:7]=[C:6](N)[N:5]=[C:4]([NH2:18])[C:3]=2[N:2]=1.[Sb](Br)(Br)[Br:20].N([O:25][C:26](C)(C)C)=O.C(#N)C.O, predict the reaction product. The product is: [Br:20][C:6]1[N:5]=[C:4]([NH2:18])[C:3]2[N:2]=[CH:1][N:9]([C:8]=2[N:7]=1)[C@@H:10]1[O:14][C@H:13]([CH2:15][OH:16])[C@@H:26]([OH:25])[CH2:11]1. (6) Given the reactants [Br:1][C:2]1[CH:7]=[CH:6][C:5]([CH2:8][C:9]#N)=[CH:4][C:3]=1[CH3:11].[CH3:12]I.[H-].[Na+].O.C[N:18]([CH:20]=O)C, predict the reaction product. The product is: [Br:1][C:2]1[CH:7]=[CH:6][C:5]([C:8]([CH3:12])([CH3:9])[C:20]#[N:18])=[CH:4][C:3]=1[CH3:11].